From a dataset of Reaction yield outcomes from USPTO patents with 853,638 reactions. Predict the reaction yield, written as a fraction of the theoretical maximum amount of product (1.0 means a 100% yield; for example, 0.34 means a 34% yield). The reactants are C([O:8][C:9]1[CH:17]=[C:16]2[C:12]([CH:13]=[C:14]([C:18]([NH:20][CH:21]3[CH2:26][CH2:25][CH2:24][CH2:23][CH2:22]3)=[O:19])[NH:15]2)=[C:11]([CH3:27])[CH:10]=1)C1C=CC=CC=1. The catalyst is C(O)C.[Pd]. The product is [CH:21]1([NH:20][C:18]([C:14]2[NH:15][C:16]3[C:12]([CH:13]=2)=[C:11]([CH3:27])[CH:10]=[C:9]([OH:8])[CH:17]=3)=[O:19])[CH2:22][CH2:23][CH2:24][CH2:25][CH2:26]1. The yield is 0.900.